Predict the reactants needed to synthesize the given product. From a dataset of Full USPTO retrosynthesis dataset with 1.9M reactions from patents (1976-2016). (1) Given the product [NH2:11][C:9]1[CH:8]=[CH:7][CH:6]=[C:5]2[C:10]=1[C:2]([Cl:1])=[N:3][N:4]2[C:14]([O:16][C:17]([CH3:19])([CH3:18])[CH3:20])=[O:15], predict the reactants needed to synthesize it. The reactants are: [Cl:1][C:2]1[C:10]2[C:5](=[CH:6][CH:7]=[CH:8][C:9]=2[N+:11]([O-])=O)[N:4]([C:14]([O:16][C:17]([CH3:20])([CH3:19])[CH3:18])=[O:15])[N:3]=1. (2) The reactants are: [F:1][C:2]1[CH:3]=[C:4]([C:9]2[C:10]([C:19](OC)=[O:20])=[CH:11][CH:12]=[C:13]3[C:18]=2[N:17]=[CH:16][CH:15]=[CH:14]3)[CH:5]=[C:6]([F:8])[CH:7]=1.[H-].[Al+3].[Li+].[H-].[H-].[H-].C(OCC)C.[OH-].[Na+].C([O-])([O-])=O.[K+].[K+]. Given the product [F:8][C:6]1[CH:5]=[C:4]([C:9]2[C:10]([CH2:19][OH:20])=[CH:11][CH:12]=[C:13]3[C:18]=2[N:17]=[CH:16][CH:15]=[CH:14]3)[CH:3]=[C:2]([F:1])[CH:7]=1, predict the reactants needed to synthesize it. (3) Given the product [CH2:1]([O:3][C:4]([C:6]([CH3:21])([O:8][C:9]1[CH:14]=[CH:13][C:12]([CH2:15][CH2:16][CH2:17][C:18]([Cl:31])=[O:19])=[CH:11][CH:10]=1)[CH3:7])=[O:5])[CH3:2], predict the reactants needed to synthesize it. The reactants are: [CH2:1]([O:3][C:4]([C:6]([CH3:21])([O:8][C:9]1[CH:14]=[CH:13][C:12]([CH2:15][CH2:16][CH2:17][C:18](O)=[O:19])=[CH:11][CH:10]=1)[CH3:7])=[O:5])[CH3:2].C(OCC)(=O)C.C(Cl)(=O)C([Cl:31])=O. (4) Given the product [Cl:1][C:2]1[CH:22]=[C:21]([CH2:23][CH3:24])[CH:20]=[CH:19][C:3]=1[CH2:4][N:5]1[C:9]2=[N:10][C:11]([C:14]([O:16][CH3:17])=[O:15])=[CH:12][CH:13]=[C:8]2[N:7]=[C:6]1[CH3:18], predict the reactants needed to synthesize it. The reactants are: [Cl:1][C:2]1[CH:22]=[C:21]([CH:23]=[CH2:24])[CH:20]=[CH:19][C:3]=1[CH2:4][N:5]1[C:9]2=[N:10][C:11]([C:14]([O:16][CH3:17])=[O:15])=[CH:12][CH:13]=[C:8]2[N:7]=[C:6]1[CH3:18].C(Cl)(Cl)Cl.C(OCC)(=O)C.